From a dataset of Full USPTO retrosynthesis dataset with 1.9M reactions from patents (1976-2016). Predict the reactants needed to synthesize the given product. (1) The reactants are: [Cl:1][C:2]1[CH:7]=[CH:6][N:5]=[C:4]2[NH:8][C:9]([C:11]3[CH:16]=[CH:15][C:14]([C:17]([N:19]4[CH2:24][CH2:23][N:22]([CH3:25])[CH2:21][CH2:20]4)=[O:18])=[CH:13][CH:12]=3)=[N:10][C:3]=12.[N:26]1[CH:31]=[CH:30][C:29](B(O)O)=[CH:28][CH:27]=1.C(=O)([O-])[O-].[Na+].[Na+]. Given the product [ClH:1].[CH3:25][N:22]1[CH2:23][CH2:24][N:19]([C:17]([C:14]2[CH:15]=[CH:16][C:11]([C:9]3[NH:8][C:4]4=[N:5][CH:6]=[CH:7][C:2]([C:29]5[CH:30]=[CH:31][N:26]=[CH:27][CH:28]=5)=[C:3]4[N:10]=3)=[CH:12][CH:13]=2)=[O:18])[CH2:20][CH2:21]1, predict the reactants needed to synthesize it. (2) Given the product [NH:25]1[C:29]2[CH:30]=[CH:31][C:32]([C@@H:34]([NH:36][C:6]3[C:5]([N+:9]([O-:11])=[O:10])=[CH:4][N:3]=[C:2]([Cl:1])[CH:7]=3)[CH3:35])=[CH:33][C:28]=2[N:27]=[CH:26]1, predict the reactants needed to synthesize it. The reactants are: [Cl:1][C:2]1[CH:7]=[C:6](Cl)[C:5]([N+:9]([O-:11])=[O:10])=[CH:4][N:3]=1.C(N(CC)CC)C.O1CCCCC1[N:25]1[C:29]2[CH:30]=[CH:31][C:32]([C@@H:34]([NH2:36])[CH3:35])=[CH:33][C:28]=2[N:27]=[CH:26]1.